Predict which catalyst facilitates the given reaction. From a dataset of Catalyst prediction with 721,799 reactions and 888 catalyst types from USPTO. (1) Reactant: [OH:1][CH:2]1[CH2:7][CH2:6][C:5](=[O:8])[CH:4]=[CH:3]1.[C:9](=[O:16])([O:11][C:12]([CH3:15])([CH3:14])[CH3:13])[NH2:10]. Product: [OH:8][C@H:5]1[CH2:6][CH2:7][C:2](=[O:1])[CH2:3][C@H:4]1[NH:10][C:9](=[O:16])[O:11][C:12]([CH3:15])([CH3:14])[CH3:13]. The catalyst class is: 2. (2) Reactant: [CH3:1][N:2]1[CH2:7][CH2:6][C:5]([CH3:13])([C:8]([O:10]CC)=[O:9])[CH2:4][CH2:3]1.[OH-].[Na+]. Product: [CH3:1][N:2]1[CH2:7][CH2:6][C:5]([CH3:13])([C:8]([OH:10])=[O:9])[CH2:4][CH2:3]1. The catalyst class is: 278.